Task: Predict the reactants needed to synthesize the given product.. Dataset: Full USPTO retrosynthesis dataset with 1.9M reactions from patents (1976-2016) (1) Given the product [CH:56]([NH:55][C:50]1[CH:49]=[C:48]([C@@H:9]([OH:8])[CH2:10][NH:11][CH2:12][C:13]2[C:18]([CH3:19])=[CH:17][C:16]([NH:20][C:21]([CH2:23][CH2:24][N:25]3[CH2:30][CH2:29][CH:28]([O:31][C:32](=[O:46])[NH:33][C:34]4[CH:39]=[CH:38][CH:37]=[CH:36][C:35]=4[C:40]4[CH:45]=[CH:44][CH:43]=[CH:42][CH:41]=4)[CH2:27][CH2:26]3)=[O:22])=[C:15]([CH3:47])[CH:14]=2)[CH:53]=[CH:52][C:51]=1[OH:54])=[O:57], predict the reactants needed to synthesize it. The reactants are: [Si]([O:8][C@H:9]([C:48]1[CH:53]=[CH:52][C:51]([OH:54])=[C:50]([NH:55][CH:56]=[O:57])[CH:49]=1)[CH2:10][NH:11][CH2:12][C:13]1[C:18]([CH3:19])=[CH:17][C:16]([NH:20][C:21]([CH2:23][CH2:24][N:25]2[CH2:30][CH2:29][CH:28]([O:31][C:32](=[O:46])[NH:33][C:34]3[CH:39]=[CH:38][CH:37]=[CH:36][C:35]=3[C:40]3[CH:45]=[CH:44][CH:43]=[CH:42][CH:41]=3)[CH2:27][CH2:26]2)=[O:22])=[C:15]([CH3:47])[CH:14]=1)(C(C)(C)C)(C)C.ClCCl.F.F.F.C(N(CC)CC)C. (2) Given the product [Cl:17][C:15]1[CH:14]=[CH:13][C:12]([NH:18][C:19](=[O:32])[CH:20]([C:22]2[C:31]3[C:26](=[CH:27][CH:28]=[CH:29][CH:30]=3)[CH:25]=[CH:24][CH:23]=2)[CH3:21])=[C:11]([CH2:10][C:5]2[CH:6]=[CH:7][CH:8]=[CH:9][C:4]=2[C:3]([OH:33])=[O:2])[CH:16]=1, predict the reactants needed to synthesize it. The reactants are: C[O:2][C:3](=[O:33])[C:4]1[CH:9]=[CH:8][CH:7]=[CH:6][C:5]=1[CH2:10][C:11]1[CH:16]=[C:15]([Cl:17])[CH:14]=[CH:13][C:12]=1[NH:18][C:19](=[O:32])[CH:20]([C:22]1[C:31]2[C:26](=[CH:27][CH:28]=[CH:29][CH:30]=2)[CH:25]=[CH:24][CH:23]=1)[CH3:21].[OH-].[Na+].Cl.